From a dataset of Reaction yield outcomes from USPTO patents with 853,638 reactions. Predict the reaction yield, written as a fraction of the theoretical maximum amount of product (1.0 means a 100% yield; for example, 0.34 means a 34% yield). (1) No catalyst specified. The reactants are [Cl:1][C:2]1[CH:3]=[CH:4][C:5]([CH2:8][O:9][C:10]2[CH:15]=[CH:14][N:13]([C:16]3[CH:21]=[CH:20][C:19]4[C:22]5[CH2:27][CH2:26][N:25](C(OC(C)(C)C)=O)[CH2:24][C:23]=5[S:35][C:18]=4[CH:17]=3)[C:12](=[O:36])[CH:11]=2)=[N:6][CH:7]=1.Cl. The yield is 0.700. The product is [ClH:1].[Cl:1][C:2]1[CH:3]=[CH:4][C:5]([CH2:8][O:9][C:10]2[CH:15]=[CH:14][N:13]([C:16]3[CH:21]=[CH:20][C:19]4[C:22]5[CH2:27][CH2:26][NH:25][CH2:24][C:23]=5[S:35][C:18]=4[CH:17]=3)[C:12](=[O:36])[CH:11]=2)=[N:6][CH:7]=1. (2) The product is [CH2:1]([N:8]1[CH2:26][CH2:25][C:11]2[N:12]=[CH:13][N:14]=[C:15]([NH:16][CH2:17][C:18]3[CH:19]=[N:20][C:21]([O:28][CH3:27])=[CH:22][CH:23]=3)[C:10]=2[CH2:9]1)[C:2]1[CH:7]=[CH:6][CH:5]=[CH:4][CH:3]=1. The reactants are [CH2:1]([N:8]1[CH2:26][CH2:25][C:11]2[N:12]=[CH:13][N:14]=[C:15]([NH:16][CH2:17][C:18]3[CH:19]=[N:20][C:21](Cl)=[CH:22][CH:23]=3)[C:10]=2[CH2:9]1)[C:2]1[CH:7]=[CH:6][CH:5]=[CH:4][CH:3]=1.[CH3:27][O-:28].[Na+]. The catalyst is CO. The yield is 0.790. (3) The reactants are [O:1]1[CH2:6][CH2:5][N:4]([C:7]2[N:12]=[C:11]([N:13]3[CH2:18][CH2:17][O:16][CH2:15][CH2:14]3)[N:10]=[C:9]([C:19]3[CH:25]=[CH:24][C:22]([NH2:23])=[CH:21][CH:20]=3)[N:8]=2)[CH2:3][CH2:2]1.[NH:26]1[CH2:30][CH2:29][NH:28][C:27]1=S. The catalyst is CN(C=O)C.C1C=CC([P]([Pd]([P](C2C=CC=CC=2)(C2C=CC=CC=2)C2C=CC=CC=2)([P](C2C=CC=CC=2)(C2C=CC=CC=2)C2C=CC=CC=2)[P](C2C=CC=CC=2)(C2C=CC=CC=2)C2C=CC=CC=2)(C2C=CC=CC=2)C2C=CC=CC=2)=CC=1.[Hg](Cl)Cl. The product is [N:4]1([C:7]2[N:12]=[C:11]([N:13]3[CH2:18][CH2:17][O:16][CH2:15][CH2:14]3)[N:10]=[C:9]([C:19]3[CH:25]=[CH:24][C:22]([NH:23][C:27]4[NH:28][CH2:29][CH2:30][N:26]=4)=[CH:21][CH:20]=3)[N:8]=2)[CH2:5][CH2:6][O:1][CH2:2][CH2:3]1. The yield is 0.220. (4) The reactants are [N:1]([C:4]1([C:21]2[CH:26]=[CH:25][CH:24]=[C:23]([CH:27]([CH3:29])[CH3:28])[CH:22]=2)[CH2:7][N:6]([CH:8]([C:15]2[CH:20]=[CH:19][CH:18]=[CH:17][CH:16]=2)[C:9]2[CH:14]=[CH:13][CH:12]=[CH:11][CH:10]=2)[CH2:5]1)=[N+]=[N-].[H][H]. The yield is 0.490. The catalyst is [Pd].CCO. The product is [CH:8]([N:6]1[CH2:5][C:4]([NH2:1])([C:21]2[CH:26]=[CH:25][CH:24]=[C:23]([CH:27]([CH3:28])[CH3:29])[CH:22]=2)[CH2:7]1)([C:9]1[CH:10]=[CH:11][CH:12]=[CH:13][CH:14]=1)[C:15]1[CH:16]=[CH:17][CH:18]=[CH:19][CH:20]=1. (5) The reactants are FC(F)(F)C(O)=O.[CH3:8][N:9]1[CH2:13][CH2:12][C@@:11]([NH:34]C(=O)OC(C)(C)C)([CH2:14][C:15]#[C:16][C:17]2[CH:22]=[C:21]([C:23]3[CH:28]=[CH:27][CH:26]=[C:25]([O:29][C:30]([F:33])([F:32])[F:31])[CH:24]=3)[CH:20]=[CH:19][N:18]=2)[C:10]1=[O:42].C([O-])([O-])=O.[K+].[K+]. The catalyst is C(Cl)Cl. The product is [NH2:34][C@@:11]1([CH2:14][C:15]#[C:16][C:17]2[CH:22]=[C:21]([C:23]3[CH:28]=[CH:27][CH:26]=[C:25]([O:29][C:30]([F:33])([F:32])[F:31])[CH:24]=3)[CH:20]=[CH:19][N:18]=2)[CH2:12][CH2:13][N:9]([CH3:8])[C:10]1=[O:42]. The yield is 1.12. (6) The reactants are P(F)(F)(F)(F)F.N1(OC(N(C)C)=[N+](C)C)C2N=CC=CC=2N=N1.C(N(C(C)C)CC)(C)C.[OH:33][C:34]1[CH:42]=[C:41]([OH:43])[CH:40]=[CH:39][C:35]=1[C:36]([OH:38])=O.[CH3:44][C:45]1[CH:50]=[CH:49][CH:48]=[CH:47][C:46]=1[CH:51]1[CH2:55][CH2:54][CH2:53][NH:52]1.C([O-])(O)=O.[Na+]. The catalyst is CN(C=O)C. The product is [CH3:44][C:45]1[CH:50]=[CH:49][CH:48]=[CH:47][C:46]=1[CH:51]1[CH2:55][CH2:54][CH2:53][N:52]1[C:36]([C:35]1[CH:39]=[CH:40][C:41]([OH:43])=[CH:42][C:34]=1[OH:33])=[O:38]. The yield is 0.210. (7) The reactants are N(C(OCC)=O)=NC(OCC)=O.[NH2:13][C:14]1[C:15]([C:19]2[N:20]([CH2:31][CH3:32])[C:21]3[CH:26]=[C:25]([CH2:27]O)[N:24]=[C:23]([Cl:29])[C:22]=3[N:30]=2)=[N:16][O:17][N:18]=1.[C:33]1(=[O:43])[NH:37][C:36](=[O:38])[C:35]2=[CH:39][CH:40]=[CH:41][CH:42]=[C:34]12.C1(P(C2C=CC=CC=2)C2C=CC=CC=2)C=CC=CC=1. The yield is 0.740. The product is [NH2:13][C:14]1[C:15]([C:19]2[N:20]([CH2:31][CH3:32])[C:21]3[CH:26]=[C:25]([CH2:27][N:37]4[C:33](=[O:43])[C:34]5[C:35](=[CH:39][CH:40]=[CH:41][CH:42]=5)[C:36]4=[O:38])[N:24]=[C:23]([Cl:29])[C:22]=3[N:30]=2)=[N:16][O:17][N:18]=1. The catalyst is C1COCC1. (8) The reactants are C[O:2][C:3]1[C:8]2[NH:9][C:10]([C:12]3[S:13][CH:14]=[CH:15][CH:16]=3)=[N:11][C:7]=2[C:6]([C:17]([NH:19][CH2:20][CH:21]2[CH2:26][CH2:25][N:24](C(OC(C)(C)C)=O)[CH2:23][CH2:22]2)=[O:18])=[CH:5][CH:4]=1.B(Br)(Br)Br. No catalyst specified. The product is [OH:2][C:3]1[C:8]2[NH:9][C:10]([C:12]3[S:13][CH:14]=[CH:15][CH:16]=3)=[N:11][C:7]=2[C:6]([C:17]([NH:19][CH2:20][CH:21]2[CH2:26][CH2:25][NH:24][CH2:23][CH2:22]2)=[O:18])=[CH:5][CH:4]=1. The yield is 0.350. (9) The reactants are [CH2:1]([O:3][C:4]([N:6]1[CH2:11][CH2:10][N:9]([C:12]([CH:14]([NH:20][C:21]([C:23]2[CH:32]=[C:31]([O:33][CH3:34])[C:30]3[C:25](=[CH:26][CH:27]=[CH:28][CH:29]=3)[N:24]=2)=[O:22])[CH2:15][CH2:16][C:17](O)=[O:18])=[O:13])[CH2:8][CH2:7]1)=[O:5])[CH3:2].Cl.[C:36]([O:40][C:41](=[O:44])[CH2:42][NH2:43])([CH3:39])([CH3:38])[CH3:37].CN(C)CCCN=C=NCC.ON1C2C=CC=CC=2N=N1.C(N(C(C)C)CC)(C)C. The catalyst is O1CCCC1. The product is [CH2:1]([O:3][C:4]([N:6]1[CH2:7][CH2:8][N:9]([C:12]([CH:14]([NH:20][C:21]([C:23]2[CH:32]=[C:31]([O:33][CH3:34])[C:30]3[C:25](=[CH:26][CH:27]=[CH:28][CH:29]=3)[N:24]=2)=[O:22])[CH2:15][CH2:16][C:17]([NH:43][CH2:42][C:41]([O:40][C:36]([CH3:39])([CH3:38])[CH3:37])=[O:44])=[O:18])=[O:13])[CH2:10][CH2:11]1)=[O:5])[CH3:2]. The yield is 0.350. (10) The reactants are Br[C:2]1[CH:3]=[C:4]([C:26]([CH3:29])([CH3:28])[CH3:27])[C:5]([O:24][CH3:25])=[C:6]([CH2:8][C:9]([C:13]2[CH:18]=[CH:17][C:16]([NH:19][S:20]([CH3:23])(=[O:22])=[O:21])=[CH:15][CH:14]=2)([C:11]#[N:12])[CH3:10])[CH:7]=1.[C:30]([O-:33])([O-])=O.[Na+].[Na+]. The catalyst is CO.C(Cl)Cl.C1C=CC([P]([Pd]([P](C2C=CC=CC=2)(C2C=CC=CC=2)C2C=CC=CC=2)([P](C2C=CC=CC=2)(C2C=CC=CC=2)C2C=CC=CC=2)[P](C2C=CC=CC=2)(C2C=CC=CC=2)C2C=CC=CC=2)(C2C=CC=CC=2)C2C=CC=CC=2)=CC=1. The product is [C:26]([C:4]1[C:5]([O:24][CH3:25])=[C:6]([CH2:8][C:9]([C:13]2[CH:14]=[CH:15][C:16]([NH:19][S:20]([CH3:23])(=[O:21])=[O:22])=[CH:17][CH:18]=2)([C:11]#[N:12])[CH3:10])[CH:7]=[C:2]([C:6]2[C:30](=[O:33])[NH:12][CH:11]=[CH:9][CH:8]=2)[CH:3]=1)([CH3:27])([CH3:28])[CH3:29]. The yield is 0.490.